Dataset: Reaction yield outcomes from USPTO patents with 853,638 reactions. Task: Predict the reaction yield, written as a fraction of the theoretical maximum amount of product (1.0 means a 100% yield; for example, 0.34 means a 34% yield). (1) The reactants are [CH3:1][CH2:2][CH2:3][CH2:4][CH2:5][CH2:6][CH2:7][CH2:8][CH2:9][CH2:10][CH2:11][CH2:12][O:13][C:14]([CH:16]([N:18]([CH3:20])[CH3:19])[CH3:17])=[O:15].[C:21]([OH:28])(=[O:27])/[CH:22]=[CH:23]\[C:24]([OH:26])=[O:25]. The catalyst is CO. The product is [C:21]([OH:28])(=[O:27])/[CH:22]=[CH:23]\[C:24]([OH:26])=[O:25].[CH3:19][N:18]([CH3:20])[CH:16]([CH3:17])[C:14]([O:13][CH2:12][CH2:11][CH2:10][CH2:9][CH2:8][CH2:7][CH2:6][CH2:5][CH2:4][CH2:3][CH2:2][CH3:1])=[O:15]. The yield is 0.986. (2) The catalyst is CO.[Pd]. The reactants are [CH3:1][O:2][C:3](=[O:36])[CH:4]([NH:28][C:29]([O:31][C:32]([CH3:35])([CH3:34])[CH3:33])=[O:30])[CH2:5][O:6][C:7]1[CH:12]=[CH:11][C:10]([CH2:13][CH2:14][CH2:15][CH2:16][NH:17]C(OCC2C=CC=CC=2)=O)=[CH:9][CH:8]=1. The product is [CH3:1][O:2][C:3](=[O:36])[CH:4]([NH:28][C:29]([O:31][C:32]([CH3:34])([CH3:33])[CH3:35])=[O:30])[CH2:5][O:6][C:7]1[CH:8]=[CH:9][C:10]([CH2:13][CH2:14][CH2:15][CH2:16][NH2:17])=[CH:11][CH:12]=1. The yield is 0.980.